From a dataset of Full USPTO retrosynthesis dataset with 1.9M reactions from patents (1976-2016). Predict the reactants needed to synthesize the given product. (1) Given the product [C:14]([O:13][C:11](=[O:12])[NH:1][C:2]1[CH:7]=[N:6][C:5]([O:8][CH3:9])=[CH:4][C:3]=1[CH3:10])([CH3:17])([CH3:16])[CH3:15], predict the reactants needed to synthesize it. The reactants are: [NH2:1][C:2]1[C:3]([CH3:10])=[CH:4][C:5]([O:8][CH3:9])=[N:6][CH:7]=1.[C:11](O[C:11]([O:13][C:14]([CH3:17])([CH3:16])[CH3:15])=[O:12])([O:13][C:14]([CH3:17])([CH3:16])[CH3:15])=[O:12].C([O-])([O-])=O.[Na+].[Na+]. (2) Given the product [Si:1]([O:8][C@@H:9]1[C@@:28]2([CH3:29])[C:13](=[CH:14][CH:15]=[C:16]3[C@@H:27]2[CH2:26][CH2:25][C@@:24]2([CH3:30])[C@H:17]3[CH2:18][CH:19]=[C:20]2[C@H:21]([O:23][CH2:43][CH2:42][C:41]([N:40]([CH3:45])[CH3:39])=[O:44])[CH3:22])[CH2:12][C@@H:11]([O:31][Si:32]([C:35]([CH3:37])([CH3:36])[CH3:38])([CH3:33])[CH3:34])[CH2:10]1)([C:4]([CH3:7])([CH3:6])[CH3:5])([CH3:3])[CH3:2], predict the reactants needed to synthesize it. The reactants are: [Si:1]([O:8][C@@H:9]1[C@@:28]2([CH3:29])[C:13](=[CH:14][CH:15]=[C:16]3[C@@H:27]2[CH2:26][CH2:25][C@@:24]2([CH3:30])[C@H:17]3[CH2:18][CH:19]=[C:20]2[C@H:21]([OH:23])[CH3:22])[CH2:12][C@@H:11]([O:31][Si:32]([C:35]([CH3:38])([CH3:37])[CH3:36])([CH3:34])[CH3:33])[CH2:10]1)([C:4]([CH3:7])([CH3:6])[CH3:5])([CH3:3])[CH3:2].[CH3:39][N:40]([CH3:45])[C:41](=[O:44])[CH:42]=[CH2:43].[H-].[Na+].